Dataset: Forward reaction prediction with 1.9M reactions from USPTO patents (1976-2016). Task: Predict the product of the given reaction. (1) Given the reactants [F:1][C:2]([F:19])([F:18])[C:3]1[CH:4]=[C:5]([C:9](=O)[CH2:10][C:11](=O)[C:12]([F:15])([F:14])[F:13])[CH:6]=[CH:7][CH:8]=1.[NH2:20][C:21]1[C:25]([C:26]#[N:27])=[CH:24][NH:23][N:22]=1, predict the reaction product. The product is: [F:1][C:2]([F:19])([F:18])[C:3]1[CH:4]=[C:5]([C:9]2[CH:10]=[C:11]([C:12]([F:15])([F:14])[F:13])[N:22]3[N:23]=[CH:24][C:25]([C:26]#[N:27])=[C:21]3[N:20]=2)[CH:6]=[CH:7][CH:8]=1. (2) Given the reactants Cl.FC1C=C(C=CC=1)CN1C=C(C2C3C(=NC=C(C4C=CC(C5CCNCC5)=CC=4)C=3)N(S(C3C=CC(C)=CC=3)(=O)=O)C=2)C=N1.[Cl:46][C:47]1[CH:48]=[C:49]([CH:91]=[CH:92][CH:93]=1)[CH2:50][N:51]1[CH:55]=[C:54]([C:56]2[C:64]3[C:59](=[N:60][CH:61]=[C:62]([C:65]4[CH:66]=[CH:67][C:68]([N:71]5[CH2:76][CH2:75][N:74]([CH2:77][C@@H:78]([OH:80])[CH3:79])[CH2:73][CH2:72]5)=[N:69][CH:70]=4)[CH:63]=3)[N:58](S(C3C=CC(C)=CC=3)(=O)=O)[CH:57]=2)[CH:53]=[N:52]1.[OH-].[Li+], predict the reaction product. The product is: [Cl:46][C:47]1[CH:48]=[C:49]([CH:91]=[CH:92][CH:93]=1)[CH2:50][N:51]1[CH:55]=[C:54]([C:56]2[C:64]3[C:59](=[N:60][CH:61]=[C:62]([C:65]4[CH:66]=[CH:67][C:68]([N:71]5[CH2:72][CH2:73][N:74]([CH2:77][C@@H:78]([OH:80])[CH3:79])[CH2:75][CH2:76]5)=[N:69][CH:70]=4)[CH:63]=3)[NH:58][CH:57]=2)[CH:53]=[N:52]1.